From a dataset of Full USPTO retrosynthesis dataset with 1.9M reactions from patents (1976-2016). Predict the reactants needed to synthesize the given product. (1) Given the product [F:1][C:2]1[CH:10]=[C:9]([C:11]([F:14])([F:13])[F:12])[CH:8]=[CH:7][C:3]=1[C:4]([NH:38][CH2:37][C:32]1[CH:31]=[C:30]([CH:35]=[C:34]([CH3:36])[CH:33]=1)[O:29][C:26]1[CH:27]=[CH:28][C:23]([O:22][C:19]([CH3:21])([CH3:20])[C:18]([OH:40])=[O:17])=[C:24]([CH3:39])[CH:25]=1)=[O:6], predict the reactants needed to synthesize it. The reactants are: [F:1][C:2]1[CH:10]=[C:9]([C:11]([F:14])([F:13])[F:12])[CH:8]=[CH:7][C:3]=1[C:4]([OH:6])=O.C([O:17][C:18](=[O:40])[C:19]([O:22][C:23]1[CH:28]=[CH:27][C:26]([O:29][C:30]2[CH:35]=[C:34]([CH3:36])[CH:33]=[C:32]([CH2:37][NH2:38])[CH:31]=2)=[CH:25][C:24]=1[CH3:39])([CH3:21])[CH3:20])C. (2) Given the product [CH:1]1([C@H:5]([NH:14][C:15]2[N:23]=[C:22]([C:24]([O:26][CH3:27])=[O:25])[N:21]=[C:20]3[C:16]=2[N:17]([CH2:35][C:36]2[CH:37]=[CH:38][C:39]([C:42]([F:45])([F:44])[F:43])=[CH:40][CH:41]=2)[C:18]([C:28]2[CH:33]=[CH:32][CH:31]=[C:30]([CH3:34])[CH:29]=2)=[N:19]3)[CH2:6][CH2:7][CH2:8][N:48]([CH3:49])[CH3:47])[CH2:2][CH2:3][CH2:4]1, predict the reactants needed to synthesize it. The reactants are: [CH:1]1([C@H:5]([NH:14][C:15]2[N:23]=[C:22]([C:24]([O:26][CH3:27])=[O:25])[N:21]=[C:20]3[C:16]=2[N:17]([CH2:35][C:36]2[CH:41]=[CH:40][C:39]([C:42]([F:45])([F:44])[F:43])=[CH:38][CH:37]=2)[C:18]([C:28]2[CH:33]=[CH:32][CH:31]=[C:30]([CH3:34])[CH:29]=2)=[N:19]3)[CH2:6][CH2:7][CH2:8]OS(C)(=O)=O)[CH2:4][CH2:3][CH2:2]1.Cl.[CH3:47][NH:48][CH3:49].C(N(CC)CC)C.